Dataset: CYP1A2 inhibition data for predicting drug metabolism from PubChem BioAssay. Task: Regression/Classification. Given a drug SMILES string, predict its absorption, distribution, metabolism, or excretion properties. Task type varies by dataset: regression for continuous measurements (e.g., permeability, clearance, half-life) or binary classification for categorical outcomes (e.g., BBB penetration, CYP inhibition). Dataset: cyp1a2_veith. (1) The molecule is COc1ccc(C(=O)N2CCC3(CC2)CN(c2ccccc2)C3)cc1. The result is 0 (non-inhibitor). (2) The molecule is O=C(N/N=C1/C[C@@H](O)[C@@H](O)[C@@H]2[C@@H]3C(=O)N(C[C@@H]4CCCO4)C(=O)[C@H]3CC[C@@H]12)OCc1ccccc1. The result is 0 (non-inhibitor). (3) The drug is C=C1CC[C@H](O)C/C1=C/C=C1\CCC[C@@]2(C)[C@H]([C@@H](C)/C=C\[C@@H](C)C(C)C)CC[C@@H]12. The result is 0 (non-inhibitor). (4) The result is 0 (non-inhibitor). The molecule is CN(C)CCNC(=S)Nc1cccc(Cl)c1. (5) The molecule is O=c1c2c(nc3c(-c4ccccc4)c[nH]n13)CCC2. The result is 1 (inhibitor). (6) The molecule is Cc1cc2c(=O)n(NC(=O)c3ccc(COc4ccc(F)cc4)o3)c(C)nc2s1. The result is 0 (non-inhibitor).